Dataset: Forward reaction prediction with 1.9M reactions from USPTO patents (1976-2016). Task: Predict the product of the given reaction. (1) Given the reactants [N+:1]([C:4]1[CH:16]=[CH:15][C:7]([CH2:8][C:9]2[O:13][C:12](=[O:14])[NH:11][N:10]=2)=[CH:6][CH:5]=1)([O-:3])=[O:2].I[CH2:18][CH3:19].CN(C)C=O.[H-].[Na+], predict the reaction product. The product is: [CH2:18]([N:11]1[N:10]=[C:9]([CH2:8][C:7]2[CH:15]=[CH:16][C:4]([N+:1]([O-:3])=[O:2])=[CH:5][CH:6]=2)[O:13][C:12]1=[O:14])[CH3:19]. (2) The product is: [NH2:8][CH2:16][C:17]1[N:26]=[C:25]([NH:27][C@@H:28]([CH:32]([CH3:34])[CH3:33])[C:29]([NH2:31])=[O:30])[C:24]2[C:19](=[CH:20][CH:21]=[CH:22][CH:23]=2)[N:18]=1. Given the reactants C([N:8]([CH2:16][C:17]1[N:26]=[C:25]([NH:27][C@@H:28]([CH:32]([CH3:34])[CH3:33])[C:29]([NH2:31])=[O:30])[C:24]2[C:19](=[CH:20][CH:21]=[CH:22][CH:23]=2)[N:18]=1)CC1C=CC=CC=1)C1C=CC=CC=1.C([O-])=O.[NH4+].CO, predict the reaction product. (3) The product is: [Cl:1][C:2]1[CH:3]=[N:4][CH:5]=[C:6]([Cl:9])[C:7]=1[CH2:8][C:12]([C:14]1[C:29]2[O:28][CH2:27][C:21]3([CH2:26][CH2:25][O:24][CH2:23][CH2:22]3)[CH2:20][O:19][C:18]=2[C:17]([O:30][CH3:31])=[CH:16][CH:15]=1)=[O:11]. Given the reactants [Cl:1][C:2]1[CH:3]=[N:4][CH:5]=[C:6]([Cl:9])[C:7]=1[CH3:8].C[O:11][C:12]([C:14]1[C:29]2[O:28][CH2:27][C:21]3([CH2:26][CH2:25][O:24][CH2:23][CH2:22]3)[CH2:20][O:19][C:18]=2[C:17]([O:30][CH3:31])=[CH:16][CH:15]=1)=O.[Li+].C[Si]([N-][Si](C)(C)C)(C)C, predict the reaction product. (4) Given the reactants [NH2:1][CH2:2][Si:3]([CH3:6])([CH3:5])[CH3:4].[Cl:7][C:8]1[CH:9]=[C:10]([CH:13]=[CH:14][CH:15]=1)[CH:11]=O.O, predict the reaction product. The product is: [Cl:7][C:8]1[CH:9]=[C:10](/[CH:11]=[N:1]/[CH2:2][Si:3]([CH3:6])([CH3:5])[CH3:4])[CH:13]=[CH:14][CH:15]=1. (5) Given the reactants [F:1][C:2]([F:43])([F:42])[C:3]1[CH:4]=[C:5]([CH:39]=[CH:40][CH:41]=1)[CH2:6][NH:7][C:8](=[O:38])[C:9]1[CH:14]=[CH:13][N:12]=[C:11]([C:15]2[CH:20]=[C:19]([N:21]3[CH2:26][CH2:25][CH2:24][CH2:23][CH2:22]3)[CH:18]=[CH:17][C:16]=2[NH:27][C:28](=[O:37])[C:29]2(CCl)[CH:34]=[CH:33][CH:32]=[CH:31][NH:30]2)[CH:10]=1.[NH:44]1[CH2:48][CH2:47][C@@H:46]([NH:49][C:50](=[O:52])[CH3:51])[CH2:45]1.[C:53](=[O:56])([O-])[O-:54].[K+].[K+].[I-].[K+], predict the reaction product. The product is: [F:1][C:2]([F:43])([F:42])[C:53]([OH:54])=[O:56].[C:50]([NH:49][C@@H:46]1[CH2:47][CH2:48][N:44]([CH2:53][C:31]2[N:30]=[C:29]([C:28]([NH:27][C:16]3[CH:17]=[CH:18][C:19]([N:21]4[CH2:26][CH2:25][CH2:24][CH2:23][CH2:22]4)=[CH:20][C:15]=3[C:11]3[CH:10]=[C:9]([C:8](=[O:38])[NH:7][CH2:6][C:5]4[CH:39]=[CH:40][CH:41]=[C:3]([C:2]([F:43])([F:1])[F:42])[CH:4]=4)[CH:14]=[CH:13][N:12]=3)=[O:37])[CH:34]=[CH:33][CH:32]=2)[CH2:45]1)(=[O:52])[CH3:51].